From a dataset of Full USPTO retrosynthesis dataset with 1.9M reactions from patents (1976-2016). Predict the reactants needed to synthesize the given product. (1) Given the product [C:21]([O:37][C:35]([N:9]1[C:10]2[C:6](=[C:5]3[C:4](=[CH:12][CH:11]=2)[NH:3][C:2]([C:13]([O:15][CH3:16])=[O:14])=[CH:1]3)[CH2:7][CH2:8]1)=[O:36])([CH3:20])([CH3:22])[CH3:39], predict the reactants needed to synthesize it. The reactants are: [CH:1]1[C:5]2=[C:6]3[C:10]([CH:11]=[CH:12][C:4]2=[N:3][C:2]=1[C:13]([O:15][CH3:16])=[O:14])=[N:9][CH:8]=[CH:7]3.N1[CH2:22][CH2:21][CH2:20]CC1.C1C2=C3C(=CC=C2NC1)NC([C:35]([O:37]C)=[O:36])=C3.[C:39](O)(C(F)(F)F)=O. (2) Given the product [C:1]([C:5]1[N:10]=[CH:9][C:8]([C:11]2[N:12]([C:32]([N:34]3[CH2:39][CH2:38][CH:37]([CH2:40][C:41]([N:48]4[CH2:49][C:50]5[C:55](=[CH:54][CH:53]=[CH:52][CH:51]=5)[CH2:47]4)=[O:42])[CH2:36][CH2:35]3)=[O:33])[C@@:13]([C:25]3[CH:30]=[CH:29][C:28]([Cl:31])=[CH:27][CH:26]=3)([CH3:24])[C@@:14]([C:17]3[CH:18]=[CH:19][C:20]([Cl:23])=[CH:21][CH:22]=3)([CH3:16])[N:15]=2)=[C:7]([O:44][CH2:45][CH3:46])[CH:6]=1)([CH3:2])([CH3:3])[CH3:4], predict the reactants needed to synthesize it. The reactants are: [C:1]([C:5]1[N:10]=[CH:9][C:8]([C:11]2[N:12]([C:32]([N:34]3[CH2:39][CH2:38][CH:37]([CH2:40][C:41](O)=[O:42])[CH2:36][CH2:35]3)=[O:33])[C@@:13]([C:25]3[CH:30]=[CH:29][C:28]([Cl:31])=[CH:27][CH:26]=3)([CH3:24])[C@@:14]([C:17]3[CH:22]=[CH:21][C:20]([Cl:23])=[CH:19][CH:18]=3)([CH3:16])[N:15]=2)=[C:7]([O:44][CH2:45][CH3:46])[CH:6]=1)([CH3:4])([CH3:3])[CH3:2].[CH2:47]1[C:55]2[C:50](=[CH:51][CH:52]=[CH:53][CH:54]=2)[CH2:49][NH:48]1. (3) Given the product [NH:15]1[C:11]2([CH2:10][CH2:9][NH:8][CH2:18][CH2:17]2)[C:12](=[O:16])[NH:13][CH2:14]1, predict the reactants needed to synthesize it. The reactants are: C([N:8]1[CH2:18][CH2:17][C:11]2([NH:15][CH:14]=[N:13][C:12]2=[O:16])[CH2:10][CH2:9]1)C1C=CC=CC=1.C(OC(OCC)OCC)C.